Dataset: Reaction yield outcomes from USPTO patents with 853,638 reactions. Task: Predict the reaction yield, written as a fraction of the theoretical maximum amount of product (1.0 means a 100% yield; for example, 0.34 means a 34% yield). The reactants are Cl[C:2]1[CH:3]2[C:10]([I:11])=[CH:9][N:8]([CH2:12][CH2:13][C:14]([O:16][C:17]([CH3:20])([CH3:19])[CH3:18])=[O:15])[CH:4]2[N:5]=[CH:6][N:7]=1.[CH3:21][NH2:22]. The catalyst is C1COCC1. The product is [I:11][C:10]1[CH:3]2[CH:4]([N:5]=[CH:6][N:7]=[C:2]2[NH:22][CH3:21])[N:8]([CH2:12][CH2:13][C:14]([O:16][C:17]([CH3:20])([CH3:19])[CH3:18])=[O:15])[CH:9]=1. The yield is 1.40.